This data is from B-cell epitopes from IEDB database with 3,159 antigens for binding position prediction. The task is: Token-level Classification. Given an antigen amino acid sequence, predict which amino acid positions are active epitope sites capable of antibody binding. Output is a list of indices for active positions. (1) Given the antigen sequence: MELSYRLFICLLLWGSTELCYPQPLRLLQGGTSHPETALQPVVVECQEATLVVTVSKDLFGTRKLIRAVDLTLGPEGCEPLVSTDTEDVVRFEVGLHECGNSMQVTDDALVYSTFLLHDPRPVGNLSIVRTNRAEIPIECRYPRRGNVSSQAILPTWLPFRTTVFSEEKLTFSLRLMEENWSTEKRTPTFHLGDVAHLQAEIHTGSHVPLRLFVDHCVATPTPDQNASPYHTIVDFHGCLVDGLTDASSAFQAPRPRPDTLQFTVDVFHFANDSRNMIYITCHLKVTLAEQDPDELNKACSFSKASNSWFPVEGPADICQCCSKGDCGTPSHARRQPHVVSLGSGSPARDRRHVTEEADVTVGPLIFLDRTGDHEMEQWALPADTSLLLLGTGLAVVALLTLTAVILVLTRRCRTASLPVSASE, which amino acid positions are active epitope sites? The epitope positions are: [300, 301, 302, 303, 304, 305, 306, 307, 308, 309, 310, 311, 312, 313, 314, 315, 316, 317, 318, 319]. The amino acids at these positions are: SFSKASNSWFPVEGPADICQ. (2) Given the antigen sequence: MMQVLLVTICLAVFPYEGSSIILESGNVNDYEIVYPQKVTAMPIEAILQPEQKYEDVMQYEFEVNGEPVVLHLEKNKDLFSEDYSETYYTPDGREITTNLPVEDHCYYHGRLQNDAHSSAIISACNGLKGHFKLRGETYLIEPLKVPDSEAHAVYKYENIEKEDEAPKMCGVTQTNWESDEPIKEASQLFATSEQKSYYDRFRHIELVIVVDHRMVEKYNGNLRKIRRRIYQIVNILNQIYIFMNIRVPLVGVEFWTNGDLINVTSEAEATLNSFGEWRASYLLSRKNHDHAQLFTAIDLEGLTIGMAPMAGMCQSERSVGIFEDYSPVDHVVAVIIAHEMGHNLGIFHDVHQCNCGANSCIMYAKISNPPPMYFSDCSQEQYQFFLDNYKPDCTLIRPPRTDIVSPPVCGNDLLEKGEECDCGSPENCQNPCCDAASCKLHSWIECEFGECCEQCRFKPAGTECRGIRNECDLPEYCTGQSAECPIDRSHRNGKPCLNN..., which amino acid positions are active epitope sites? The epitope positions are: [417, 418, 419, 420, 421, 422, 423, 424, 425, 426, 427, 428, 429]. The amino acids at these positions are: GEECDCGSPENCQ. (3) Given the antigen sequence: MRPADLLQLVLLLDLPRDLGGMGCSSPPCECHQEEDFRVTCKDIQRIPSLPPSTQTLKLIETHLRTIPSHAFSNLPNISRIYVSIDVTLQQLESHSFYNLSKVTHIEIRNTRNLTYIDPDALKELPLLKFLGIFNTGLKMFPDLTKVYSTDIFFILEITDNPYMTSIPVNAFQGLCNETLTLKLYNNGFTSVQGYAFNGTKLDAVYLNKNKYLTVIDKDAFGGVYSGPSLLDVSQTSVTALPSKGLEHLKELIARNTWTLKKLPLSLSFLHLTRADLSYPSHCCAFKNQKKIRGILESLMCNESSMQSLRQRKSVNALNSPLHQEYEENLGDSIVGYKEKSKFQDTHNNAHYYVFFEEQEDEIIGFGQELKNPQEETLQAFDSHYDYTICGDSEDMVCTPKSDEFNPCEDIMGYKFLRIVVWFVSLLALLGNVFVLLILLTSHYKLNVPRFLMCNLAFADFCMGMYLLLIASVDLYTHSEYYNHAIDWQTGPGCNTAGFF..., which amino acid positions are active epitope sites? The epitope positions are: [247, 248, 249, 250, 251, 252, 253, 254, 255, 256, 257, 258, 259, 260, 261, 262]. The amino acids at these positions are: HLKELIARNTWTLKKL. (4) The epitope positions are: [455, 456, 457, 458, 459, 460, 461, 462, 463, 464, 465, 466, 467, 468]. The amino acids at these positions are: PEDDWASDYDLAQA. Given the antigen sequence: MSGTFSRCMCTPAARVFWNAGQVFCTRCLSARPLLSPELQDTDLGVVGLFYKPKDKIHWKVPIGIPQVECTPSGCCWLSAVFPLARMTSGNHNFLQRLVKVADVLYRDGCLAPRHLRELQVYERGCSWYPITGPVPGMGLFANSMHVSDQPFPGATHVLTNSPLPQRACRQPFCPFEEAHSDVYRWKKFVIFTDSSPNGRFRMMWTPESDDSAALEVLPPELERQVEILTRSFPAHHPINLADWELTESPENGFSFGTSHSCGHIVQNPNVFDGKCWLTCFLGQSAEVCYHEEHLANALGYQTKWGVHGKYLQRRLQVRGMRAVVDPDGPIHVEALSCSQSWVRHLTLNNDVTPGFVRLTSIRIVSNTEPTAFRIFRFGAHKWYGAAGKRARAKRATKSGKDSALAPKIAPPVPTCGITTYSPPTDGSCGWHVLAAIVNRMINGDFTSPLPQYNRPEDDWASDYDLAQAIQCLQLPATVVRNRACPNAKYLIKLNGVHWE..., which amino acid positions are active epitope sites? (5) Given the antigen sequence: MSTLKEVQDNITLHEQQLVTARQKLKDAERAVELDPDDVNKSTLQSRRAAVSALETKLGELKRELADLIAAQKLASKPVDPTGIEPDDHLKEKSSLRYGNVLDVNSIDLEEPSGQTADWKSIGLYILSFALPIILKALYMLSTRGRQTIKENKGTRIRFKDDSSYEEVNGIRKPRHLYVSMPTAQSTMKADEITPGRFRTIACGLFPAQVKARNIISPVMGVIGFSFFVKDWMERIDDFLAARCPFLPEQKDPRDAALATNRAYFITRQLQVDESKVSDIEDLIADARAESATIFADIATPHSVWVFACAPDRCPPTALYVAGMPELGAFFAILQDMRNTIMASKSVGTSEEKLKKKSAFYQSYLRRTQSMGIQLDQKIIILYMSHWGREAVNHFHLGDDMDPELRELAQTLVDIKVREISNQEPLKL, which amino acid positions are active epitope sites? The epitope positions are: [156, 157, 158, 159, 160, 161, 162, 163, 164, 165, 166, 167, 168]. The amino acids at these positions are: IRFKDDSSYEEVN. (6) Given the antigen sequence: MGPGIAAVLLSLAVALARVPAGGGEYVPVERSLTRVNPGRFRGAHLAPLEQKTDPPDVRRVYHVQPFVENPFQTPSVPVAVYYAVLERACRSVLLWAPTEAVQVVRGAPEATRPDARYNLTVAWYRTSDDCAIPILVMEYAECPYDRPLGACPVRNLPRWSFYDNFGATSDDDLGLVMHAPAFETAGTYVRLVKVNGWVEVTQFIFEHRGKGPCRYTLPLRILPAACLRGPVFEQGVTVDGIGMLPRFIPENQRIVAVYSLQAAGWHGPKAPFTSTLLPPEVVETANATRPELAPEDEDEQAPGDEPAPAVAAQLPPNWHVPEASDVTIQGPAPAPSGHTGAIVGALAGAGLAAGVVVLAVYLVRRRARAAGKHVRLPELLDEGPGPARRGAPY, which amino acid positions are active epitope sites? The epitope positions are: [171, 172, 173, 174, 175, 176, 177, 178, 179, 180, 181, 182, 183, 184, 185]. The amino acids at these positions are: DDLGLVMHAPAFETA. (7) The epitope positions are: [144, 145, 146, 147, 148, 149, 150, 151, 152, 153, 154, 155, 156]. The amino acids at these positions are: ISKQEYDAAVTAK. Given the antigen sequence: MAFYASKAMRAAALAAAVALALSSCGKGRDAAQGGQPAGREAPAPVVGVVTVHPQTVALTVELPGRLESLRTADVRAQVGGIIQKRLFQEGSYVRAGQPLYQIDSSTYEAGLESARAQLATAQATLAKADADLARYKPLVSADAISKQEYDAAVTAKRSAEAGVKAAQAAIKSAGINLNRSRITAPISGFIGQSKVSEGTLLNAGDTTVLATIRQTNPMYVNVTQSASEVMKLRRQIAEGKLLAADGAIAVGIKFDDGTVYPEKGRLLFAD, which amino acid positions are active epitope sites? (8) Given the antigen sequence: MAMQKIFAREILDSRGNPTVEVDLHTAKGRFRAAVPSGASTGIYEALELRDGDKGRYLGKGVLKAVENINSTLGPALLQKKLSVADQEKVDKFMIELDGTENKSKFGANAILGVSLAVCKAGAAEKGVPLYRHIADLAGNPDLILPVPAFNVINGGSHAGNKLAMQEFMILPVGASSFKEAMRIGAEVYHHLKGVIKAKYGKDATNVGDEGGFAPNILENNEALELLKTAIQAAGYPDKVVIGMDVAASEFYRNGKYDLDFKSPDDPARHITGEKLGELYKSFIKNYPVVSIEDPFDQDDWATWTSFLSGVNIQIVGDDLTVTNPKRIAQAVEKKACNCLLLKVNQIGSVTESIQACKLAQSNGWGVMVSHRSGETEDTFIADLVVGLCTGQIKTGAPCRSERLAKYNQLMRIEEALGDKAIFAGRKFRNPKAK, which amino acid positions are active epitope sites? The epitope positions are: [79, 80, 81, 82, 83, 84, 85, 86, 87, 88, 89, 90, 91, 92, 93]. The amino acids at these positions are: KKLSVADQEKVDKFM. (9) The epitope positions are: [1, 2, 3, 4, 5, 6, 7, 8, 9, 10, 11, 12, 13]. The amino acids at these positions are: PEPAKSAPAPKKG. Given the antigen sequence: MPEPAKSAPAPKKGSKKAVTKAQKKDGKKRKRSRKESYSVYVYKVLKQVHPDTGISSKAMGIMNSFVNDIFERIAGEASRLAHYNKRSTITSREIQTAVRLLLPGELAKHAVSEGTKAVTKYTSSK, which amino acid positions are active epitope sites? (10) Given the antigen sequence: MASHRLLLLCLAGLVFVSEAGPTGTGESKCPLMVKVLDAVRGSPAINVAVHVFRKAADDTWEPFASGKTSESGELHGLTTEEEFVEGIYKVEIDTKSYWKALGISPFHEHAEVVFTANDSGPRRYSYSTTAVVTNPKE, which amino acid positions are active epitope sites? The epitope positions are: [75, 76, 77, 78, 79, 80]. The amino acids at these positions are: HGLTTE.